From a dataset of Reaction yield outcomes from USPTO patents with 853,638 reactions. Predict the reaction yield, written as a fraction of the theoretical maximum amount of product (1.0 means a 100% yield; for example, 0.34 means a 34% yield). (1) The reactants are [CH2:1]([C:5]1[N:10]=[C:9]([CH3:11])[N:8]([C:12]2[CH:13]=[C:14]3[C:18](=[CH:19][CH:20]=2)[CH:17]([OH:21])[CH2:16][CH2:15]3)[C:7](=[O:22])[C:6]=1[CH2:23][C:24]1[CH:29]=[CH:28][C:27]([C:30]2[CH:35]=[CH:34][CH:33]=[CH:32][C:31]=2[C:36]2[NH:40][C:39](=[O:41])[O:38][N:37]=2)=[CH:26][CH:25]=1)[CH2:2][CH2:3][CH3:4].CC(OI1(OC(C)=O)(OC(C)=O)OC(=O)C2C1=CC=CC=2)=O.C(OCC)(=O)C.S([O-])([O-])(=O)=S.[Na+].[Na+]. The catalyst is C(#N)C.O. The product is [CH2:1]([C:5]1[N:10]=[C:9]([CH3:11])[N:8]([C:12]2[CH:13]=[C:14]3[C:18](=[CH:19][CH:20]=2)[C:17](=[O:21])[CH2:16][CH2:15]3)[C:7](=[O:22])[C:6]=1[CH2:23][C:24]1[CH:29]=[CH:28][C:27]([C:30]2[CH:35]=[CH:34][CH:33]=[CH:32][C:31]=2[C:36]2[NH:40][C:39](=[O:41])[O:38][N:37]=2)=[CH:26][CH:25]=1)[CH2:2][CH2:3][CH3:4]. The yield is 0.490. (2) The reactants are [F:1][C:2]([F:7])([F:6])[C:3]([CH3:5])=O.[Cl:8][C:9]1[C:10]([NH:15][NH2:16])=[N:11][CH:12]=[CH:13][CH:14]=1. No catalyst specified. The product is [F:1][C:2]([F:7])([F:6])[C:3](=[N:16][N:15]=[C:10]1[C:9]([Cl:8])=[CH:14][CH:13]=[CH:12][NH:11]1)[CH3:5]. The yield is 0.660. (3) The reactants are [CH3:1][O:2][C:3](=[O:14])[CH:4]=[CH:5][C:6]1[CH:11]=[CH:10][C:9]([F:12])=[CH:8][C:7]=1[OH:13].C([O-])([O-])=O.[K+].[K+].[I-].[CH3:22][CH2:23][CH3:24]. No catalyst specified. The product is [CH3:1][O:2][C:3](=[O:14])[CH:4]=[CH:5][C:6]1[CH:11]=[CH:10][C:9]([F:12])=[CH:8][C:7]=1[O:13][CH2:22][CH2:23][CH3:24]. The yield is 1.00. (4) The reactants are [C:1]1([C@H:7]([NH:10][C:11]([C:13]2[CH:14]=[C:15](Br)[N:16]3[CH2:21][CH2:20][O:19][CH2:18][C:17]=23)=[O:12])[CH2:8][CH3:9])[CH:6]=[CH:5][CH:4]=[CH:3][CH:2]=1.N12CCCN=C1CCCCC2.[C:34]1([C@H:40]([NH2:43])[CH2:41][CH3:42])[CH:39]=[CH:38][CH:37]=[CH:36][CH:35]=1.[C:44](=O)([O-])[OH:45].[Na+]. The catalyst is O1CCCC1. The product is [C:34]1([C@H:40]([NH:43][C:44]([C:15]2[N:16]3[C:17]([CH2:18][O:19][CH2:20][CH2:21]3)=[C:13]([C:11]([NH:10][C@@H:7]([C:1]3[CH:6]=[CH:5][CH:4]=[CH:3][CH:2]=3)[CH2:8][CH3:9])=[O:12])[CH:14]=2)=[O:45])[CH2:41][CH3:42])[CH:39]=[CH:38][CH:37]=[CH:36][CH:35]=1. The yield is 0.350. (5) The reactants are [NH2:1][C:2]1[N:7]=[C:6]([NH2:8])[C:5]([O:9][CH2:10][CH2:11][CH2:12][O:13][C:14]2[C:23]3[C:18](=[CH:19][CH:20]=[C:21]([O:24][CH2:25][CH2:26][CH2:27][C:28]([O:30][CH2:31][CH3:32])=[O:29])[CH:22]=3)[N:17]=[C:16]([CH3:33])[CH:15]=2)=[C:4]([CH2:34][CH3:35])[N:3]=1.[ClH:36]. The catalyst is C(O)C. The yield is 0.610. The product is [ClH:36].[NH2:1][C:2]1[N:7]=[C:6]([NH2:8])[C:5]([O:9][CH2:10][CH2:11][CH2:12][O:13][C:14]2[C:23]3[C:18](=[CH:19][CH:20]=[C:21]([O:24][CH2:25][CH2:26][CH2:27][C:28]([O:30][CH2:31][CH3:32])=[O:29])[CH:22]=3)[N:17]=[C:16]([CH3:33])[CH:15]=2)=[C:4]([CH2:34][CH3:35])[N:3]=1. (6) The reactants are [F:1][C:2]1[CH:7]=[CH:6][C:5]([OH:8])=[CH:4][C:3]=1[CH3:9].C(=O)([O-])[O-].[Cs+].[Cs+].Br[C:17]1[CH:18]=[C:19]([N:23]([CH2:31][C:32]2[CH:37]=[CH:36][CH:35]=[C:34]([O:38][C:39]([F:42])([F:41])[F:40])[CH:33]=2)[CH2:24][C@@H:25]([OH:30])[C:26]([F:29])([F:28])[F:27])[CH:20]=[CH:21][CH:22]=1.C1(C(O)=O)C2C(=CC=CC=2)C=CC=1. The catalyst is CN(C)C(=O)C.C1(C)C=CC=CC=1. The product is [F:1][C:2]1[CH:7]=[CH:6][C:5]([O:8][C:21]2[CH:20]=[C:19]([N:23]([CH2:31][C:32]3[CH:37]=[CH:36][CH:35]=[C:34]([O:38][C:39]([F:40])([F:41])[F:42])[CH:33]=3)[CH2:24][C@@H:25]([OH:30])[C:26]([F:27])([F:28])[F:29])[CH:18]=[CH:17][CH:22]=2)=[CH:4][C:3]=1[CH3:9]. The yield is 0.230. (7) The reactants are [O:1]=[O+][O-].[CH3:4][CH:5]([CH2:11][CH:12]=C)[C:6]([O:8][CH2:9][CH3:10])=[O:7].C1(P(C2C=CC=CC=2)C2C=CC=CC=2)C=CC=CC=1. The catalyst is C(Cl)Cl. The product is [CH3:4][CH:5]([CH2:11][CH:12]=[O:1])[C:6]([O:8][CH2:9][CH3:10])=[O:7]. The yield is 0.670.